Task: Predict the product of the given reaction.. Dataset: Forward reaction prediction with 1.9M reactions from USPTO patents (1976-2016) (1) Given the reactants [CH2:1]([C:3]1[CH:8]=[CH:7][CH:6]=[CH:5][C:4]=1[OH:9])[CH3:2].C(=O)([O-])[O-].[K+].[K+].Br[CH2:17][C:18]([O:20][CH2:21][CH3:22])=[O:19].[Cl:23][S:24](O)(=[O:26])=[O:25], predict the reaction product. The product is: [CH2:21]([O:20][C:18](=[O:19])[CH2:17][O:9][C:4]1[CH:5]=[CH:6][C:7]([S:24]([Cl:23])(=[O:26])=[O:25])=[CH:8][C:3]=1[CH2:1][CH3:2])[CH3:22]. (2) Given the reactants [N+:1]([C:4]1[CH:5]=[CH:6][C:7]([CH2:13][C:14]([OH:16])=[O:15])=[C:8]([CH:12]=1)[C:9]([OH:11])=O)([O-:3])=[O:2].C(Cl)(=O)C, predict the reaction product. The product is: [N+:1]([C:4]1[CH:12]=[C:8]2[C:7]([CH2:13][C:14](=[O:15])[O:16][C:9]2=[O:11])=[CH:6][CH:5]=1)([O-:3])=[O:2]. (3) Given the reactants [Si](OS(C(F)(F)F)(=O)=O)(C)(C)C.[S:13]1[CH2:18][CH2:17][C:16](=O)[CH2:15][CH2:14]1.[Br:20][C:21]1[CH:22]=[C:23]2[C:27](=[C:28]([C:30]([O:32][CH2:33][CH3:34])=[O:31])[CH:29]=1)[NH:26][CH:25]=[CH:24]2.C([SiH](CC)CC)C.C([O-])([O-])=O.[Na+].[Na+], predict the reaction product. The product is: [Br:20][C:21]1[CH:22]=[C:23]2[C:27](=[C:28]([C:30]([O:32][CH2:33][CH3:34])=[O:31])[CH:29]=1)[NH:26][CH:25]=[C:24]2[CH:16]1[CH2:17][CH2:18][S:13][CH2:14][CH2:15]1.